From a dataset of Forward reaction prediction with 1.9M reactions from USPTO patents (1976-2016). Predict the product of the given reaction. (1) Given the reactants C([Li])CCC.[C:6]([O:12][CH2:13][CH3:14])(=[O:11])[CH2:7][C:8]([OH:10])=O.N1C=CC=CC=1C1C=CC=CN=1.[F:27][C:28]1[C:36]([O:37][CH3:38])=[C:35]([F:39])[CH:34]=[CH:33][C:29]=1C(Cl)=O, predict the reaction product. The product is: [OH:10]/[C:8](/[C:34]1[CH:33]=[CH:29][C:28]([F:27])=[C:36]([O:37][CH3:38])[C:35]=1[F:39])=[CH:7]\[C:6]([O:12][CH2:13][CH3:14])=[O:11]. (2) The product is: [N+:14]([C:4]1[C:5]([N:8]2[CH2:13][CH2:12][O:11][CH2:10][CH2:9]2)=[N:6][CH:7]=[C:2]([N:64]2[CH2:69][CH2:68][S:67][CH2:66][CH2:65]2)[CH:3]=1)([O-:16])=[O:15]. Given the reactants Cl[C:2]1[CH:3]=[C:4]([N+:14]([O-:16])=[O:15])[C:5]([N:8]2[CH2:13][CH2:12][O:11][CH2:10][CH2:9]2)=[N:6][CH:7]=1.C1(C)C=CC=CC=1.CC(C1C=C(C(C)C)C(C2C=CC=CC=2P(C2CCCCC2)C2CCCCC2)=C(C(C)C)C=1)C.CC(C)([O-])C.[K+].[NH:64]1[CH2:69][CH2:68][S:67][CH2:66][CH2:65]1, predict the reaction product.